From a dataset of M1 muscarinic receptor antagonist screen with 61,756 compounds. Binary Classification. Given a drug SMILES string, predict its activity (active/inactive) in a high-throughput screening assay against a specified biological target. The drug is O=c1n2c(nc3n(c(cc13)C(=O)NCCOC)C)c(ccc2)C. The result is 0 (inactive).